From a dataset of Forward reaction prediction with 1.9M reactions from USPTO patents (1976-2016). Predict the product of the given reaction. (1) Given the reactants N1C(N)=C2C(N=CN2)=NC=1.[CH:11]1[N:16]=[C:15]([NH2:17])[C:14]2[N:18]=[CH:19][N:20]([CH2:21][CH2:22][O:23]CP(O)(O)=O)[C:13]=2[N:12]=1.CC(C)[O-].[Mg+2].CC(C)[O-].C1(=O)OCCO1, predict the reaction product. The product is: [OH:23][CH2:22][CH2:21][N:20]1[CH:19]=[N:18][C:14]2[C:13]1=[N:12][CH:11]=[N:16][C:15]=2[NH2:17]. (2) Given the reactants [OH:1][CH2:2][CH2:3][CH2:4][CH2:5][CH2:6][CH2:7][N:8]1[CH2:13][CH2:12][CH:11]([C:14]2[CH:15]=[C:16]([NH:20][C:21](=[O:25])[CH:22]([CH3:24])[CH3:23])[CH:17]=[CH:18][CH:19]=2)[CH2:10][CH2:9]1.[Cl:26][C:27]1[CH:32]=[CH:31][CH:30]=[C:29]([Cl:33])[C:28]=1[C:34]1[C:38]([C:39](Cl)=[O:40])=[C:37]([CH3:42])[O:36][N:35]=1, predict the reaction product. The product is: [Cl:26][C:27]1[CH:32]=[CH:31][CH:30]=[C:29]([Cl:33])[C:28]=1[C:34]1[C:38]([C:39]([O:1][CH2:2][CH2:3][CH2:4][CH2:5][CH2:6][CH2:7][N:8]2[CH2:13][CH2:12][CH:11]([C:14]3[CH:19]=[CH:18][CH:17]=[C:16]([NH:20][C:21](=[O:25])[CH:22]([CH3:23])[CH3:24])[CH:15]=3)[CH2:10][CH2:9]2)=[O:40])=[C:37]([CH3:42])[O:36][N:35]=1. (3) Given the reactants [H-].[Na+].[Cl:3][C:4]1[CH:5]=[C:6]2[C:10](=[CH:11][C:12]=1[Cl:13])[C:9](=[O:14])[N:8]([CH2:15][CH:16]([CH3:18])[CH3:17])[CH:7]2O.[OH2:20].[CH2:21]([O:23][CH2:24][CH3:25])[CH3:22], predict the reaction product. The product is: [Cl:13][C:12]1[CH:11]=[C:10]2[C:6](=[CH:5][C:4]=1[Cl:3])[CH:7]([CH2:22][C:21]([O:23][CH2:24][CH3:25])=[O:20])[N:8]([CH2:15][CH:16]([CH3:18])[CH3:17])[C:9]2=[O:14]. (4) The product is: [Br:1][C:2]1[S:6][C:5]2=[N:7][CH:8]=[C:9]([S:13]([OH:15])(=[O:14])=[O:12])[N:4]2[N:3]=1. Given the reactants [Br:1][C:2]1[S:6][C:5]2=[N:7][CH:8]=[CH:9][N:4]2[N:3]=1.[Cl-].[Na+].[OH:12][S:13](O)(=[O:15])=[O:14].O=S(=O)=O, predict the reaction product. (5) Given the reactants [NH:1]1[CH2:4][CH:3]([NH:5][C:6]2[CH:11]=[C:10]([F:12])[C:9]([CH:13]3[C:25]4[NH:24][C:23]5[C:18](=[CH:19][C:20]([F:26])=[CH:21][CH:22]=5)[C:17]=4[CH2:16][CH:15]([CH3:27])[N:14]3[CH2:28][C:29]([F:50])([F:49])[CH2:30][O:31][Si:32]([C:45]([CH3:48])([CH3:47])[CH3:46])([C:39]3[CH:44]=[CH:43][CH:42]=[CH:41][CH:40]=3)[C:33]3[CH:38]=[CH:37][CH:36]=[CH:35][CH:34]=3)=[C:8]([F:51])[CH:7]=2)[CH2:2]1.I[CH2:53][CH2:54][CH2:55][F:56], predict the reaction product. The product is: [C:45]([Si:32]([C:39]1[CH:40]=[CH:41][CH:42]=[CH:43][CH:44]=1)([C:33]1[CH:38]=[CH:37][CH:36]=[CH:35][CH:34]=1)[O:31][CH2:30][C:29]([F:50])([F:49])[CH2:28][N:14]1[CH:15]([CH3:27])[CH2:16][C:17]2[C:18]3[C:23](=[CH:22][CH:21]=[C:20]([F:26])[CH:19]=3)[NH:24][C:25]=2[CH:13]1[C:9]1[C:10]([F:12])=[CH:11][C:6]([NH:5][CH:3]2[CH2:2][N:1]([CH2:53][CH2:54][CH2:55][F:56])[CH2:4]2)=[CH:7][C:8]=1[F:51])([CH3:46])([CH3:47])[CH3:48].